Dataset: Full USPTO retrosynthesis dataset with 1.9M reactions from patents (1976-2016). Task: Predict the reactants needed to synthesize the given product. (1) Given the product [I:34][C:33]1[CH:32]=[CH:31][C:26]([C:27]([O:29][CH3:30])=[O:28])=[CH:25][C:24]=1[O:23][CH:22]=[C:20]([C:19]1[CH:35]=[CH:36][C:16]([C:6]23[CH2:13][CH:12]4[CH2:14][CH:8]([CH2:9][CH:10]([CH2:11]4)[CH2:15]2)[CH2:7]3)=[C:17]([O:37][CH3:38])[CH:18]=1)[CH3:40], predict the reactants needed to synthesize it. The reactants are: C[O-].[Na+].CO.[C:6]12([C:16]3[CH:36]=[CH:35][C:19]([C:20]([CH2:22][O:23][C:24]4[CH:25]=[C:26]([CH:31]=[CH:32][C:33]=4[I:34])[C:27]([O:29][CH3:30])=[O:28])=O)=[CH:18][C:17]=3[O:37][CH3:38])[CH2:15][CH:10]3[CH2:11][CH:12]([CH2:14][CH:8]([CH2:9]3)[CH2:7]1)[CH2:13]2.[Br-].[CH3:40]P(C1C=CC=CC=1)(C1C=CC=CC=1)C1C=CC=CC=1. (2) Given the product [Br:1][C:2]1[C:10]2[C:5](=[CH:6][CH:7]=[C:8]([CH:11]=[O:12])[CH:9]=2)[N:4]([CH2:18][C:17]2[CH:20]=[CH:21][C:14]([Cl:13])=[CH:15][C:16]=2[C:22]([F:24])([F:23])[F:25])[N:3]=1, predict the reactants needed to synthesize it. The reactants are: [Br:1][C:2]1[C:10]2[C:5](=[CH:6][CH:7]=[C:8]([CH:11]=[O:12])[CH:9]=2)[NH:4][N:3]=1.[Cl:13][C:14]1[CH:21]=[CH:20][C:17]([CH2:18]Br)=[C:16]([C:22]([F:25])([F:24])[F:23])[CH:15]=1. (3) Given the product [CH:16]1([CH2:15][C@H:11]([CH2:10][N:9]([CH:21]=[O:22])[OH:8])[C:12]([NH:55][C@H:50]([C:49]([N:46]2[CH2:47][CH2:48][CH:43]([NH:33][CH2:34][C:35]3[CH:36]=[CH:37][CH:38]=[CH:41][N:42]=3)[CH2:44][CH2:45]2)=[O:56])[C:51]([CH3:54])([CH3:53])[CH3:52])=[O:14])[CH2:17][CH2:18][CH2:19][CH2:20]1, predict the reactants needed to synthesize it. The reactants are: C([O:8][N:9]([CH:21]=[O:22])[CH2:10][C@@H:11]([CH2:15][CH:16]1[CH2:20][CH2:19][CH2:18][CH2:17]1)[C:12]([OH:14])=O)C1C=CC=CC=1.Cl.C(OC(=O)[N:33]([CH:43]1[CH2:48][CH2:47][N:46]([C:49](=[O:56])[C@@H:50]([NH2:55])[C:51]([CH3:54])([CH3:53])[CH3:52])[CH2:45][CH2:44]1)[CH2:34][C:35]1C=C[C:38]([C:41]#[N:42])=[CH:37][CH:36]=1)C1C=CC=CC=1. (4) Given the product [Cl:30][C:31]1[CH:32]=[C:33]([CH2:53][O:54][CH3:55])[C:34]([N+:50]([O-:52])=[O:51])=[C:35]([C:37]([C:40]2[N:45]=[C:44]([O:46][CH3:47])[CH:43]=[C:42]([O:48][CH3:49])[N:41]=2)=[O:10])[CH:36]=1, predict the reactants needed to synthesize it. The reactants are: ClC1C=C(Cl)C=C(C[O:10]C)C=1[N+]([O-])=O.C(CC1N=C(OC)C=C(OC)N=1)#N.[OH-].[Na+].[Cl:30][C:31]1[CH:32]=[C:33]([CH2:53][O:54][CH3:55])[C:34]([N+:50]([O-:52])=[O:51])=[C:35]([CH:37]([C:40]2[N:45]=[C:44]([O:46][CH3:47])[CH:43]=[C:42]([O:48][CH3:49])[N:41]=2)C#N)[CH:36]=1.OO.Cl. (5) Given the product [NH2:9][C:7]1[N:6]([CH2:15][CH2:16][OH:17])[N:5]=[C:4]([C:1]([CH3:2])([CH3:3])[CH3:20])[CH:8]=1, predict the reactants needed to synthesize it. The reactants are: [CH:1]1([C:4]2[CH:8]=[C:7]([NH2:9])[NH:6][N:5]=2)[CH2:3][CH2:2]1.Cl.ClCCN1CC[O:17][CH2:16][CH2:15]1.[C:20](=O)([O-])[O-].[K+].[K+].